Dataset: Retrosynthesis with 50K atom-mapped reactions and 10 reaction types from USPTO. Task: Predict the reactants needed to synthesize the given product. (1) Given the product Nc1ccc(Oc2ccc3c(c2)CCN(C2CCC2)CC3)nc1, predict the reactants needed to synthesize it. The reactants are: O=[N+]([O-])c1ccc(Oc2ccc3c(c2)CCN(C2CCC2)CC3)nc1. (2) Given the product CC1c2cc(F)c(F)cc2CCN1C(=O)c1cc2ncc(Cl)cn2n1, predict the reactants needed to synthesize it. The reactants are: CC1NCCc2cc(F)c(F)cc21.O=C(O)c1cc2ncc(Cl)cn2n1. (3) The reactants are: CCOC(=O)CCn1ccc(/C=C2\CN(C(C(=O)OC)c3ccccc3F)CC[C@H]2SC(C)=O)n1. Given the product CCOC(=O)CCn1ccc(/C=C2\CN(C(C(=O)OC)c3ccccc3F)CC[C@H]2S)n1, predict the reactants needed to synthesize it. (4) Given the product CN(C)C(=O)c1nc(Cl)ccc1C(F)(F)F, predict the reactants needed to synthesize it. The reactants are: CNC.O=C(O)c1nc(Cl)ccc1C(F)(F)F.